This data is from Forward reaction prediction with 1.9M reactions from USPTO patents (1976-2016). The task is: Predict the product of the given reaction. (1) Given the reactants [N:1]#[C:2]Br.[F:4][C:5]([F:42])([F:41])[C:6]1[CH:7]=[C:8]([CH:34]=[C:35]([C:37]([F:40])([F:39])[F:38])[CH:36]=1)[CH2:9][NH:10][C@H:11]1[CH2:17][CH2:16][CH2:15][N:14]([C:18]([O:20][C:21]([CH3:24])([CH3:23])[CH3:22])=[O:19])[C:13]2[CH:25]=[C:26]([C:30]([F:33])([F:32])[F:31])[C:27]([CH3:29])=[CH:28][C:12]1=2.C(N(C(C)C)CC)(C)C, predict the reaction product. The product is: [F:42][C:5]([F:4])([F:41])[C:6]1[CH:7]=[C:8]([CH:34]=[C:35]([C:37]([F:39])([F:38])[F:40])[CH:36]=1)[CH2:9][N:10]([C:2]#[N:1])[C@H:11]1[CH2:17][CH2:16][CH2:15][N:14]([C:18]([O:20][C:21]([CH3:23])([CH3:22])[CH3:24])=[O:19])[C:13]2[CH:25]=[C:26]([C:30]([F:33])([F:31])[F:32])[C:27]([CH3:29])=[CH:28][C:12]1=2. (2) The product is: [Br:12][C:9]1[N:10]=[C:3]2[C:2]([Br:1])=[CH:7][CH:6]=[CH:5][N:4]2[N:8]=1. Given the reactants [Br:1][C:2]1[C:3]2[N:4]([N:8]=[C:9](N)[N:10]=2)[CH:5]=[CH:6][CH:7]=1.[BrH:12], predict the reaction product. (3) The product is: [ClH:1].[NH2:30][C@@H:26]1[CH2:27][CH2:28][CH2:29][N:24]([C:2]2[C:7]([C:8]([F:11])([F:10])[F:9])=[CH:6][N:5]=[C:4]3[NH:12][CH:13]=[C:14]([NH:15][C:16](=[O:23])[C:17]4[CH:22]=[CH:21][CH:20]=[CH:19][N:18]=4)[C:3]=23)[CH2:25]1. Given the reactants [Cl:1][C:2]1[C:7]([C:8]([F:11])([F:10])[F:9])=[CH:6][N:5]=[C:4]2[NH:12][CH:13]=[C:14]([NH:15][C:16](=[O:23])[C:17]3[CH:22]=[CH:21][CH:20]=[CH:19][N:18]=3)[C:3]=12.[NH:24]1[CH2:29][CH2:28][CH2:27][C@@H:26]([NH:30]C(=O)OC(C)(C)C)[CH2:25]1.CCN(C(C)C)C(C)C.C(O)(C(F)(F)F)=O, predict the reaction product. (4) Given the reactants [CH3:1][C:2]1[C:6](=[C:7]([CH3:9])[CH3:8])[CH:5]=[C:4]([CH3:10])[CH:3]=1.[CH:11](=O)[C:12]1[CH:17]=[CH:16][CH:15]=[CH:14][CH:13]=1.Cl.[CH2:20]1COCC1, predict the reaction product. The product is: [C:7]([C:6]1[CH:5]=[C:4]([CH3:10])[C:3](=[CH:11][C:12]2[CH:17]=[CH:16][CH:15]=[CH:14][CH:13]=2)[C:2]=1[CH3:1])([CH3:20])([CH3:9])[CH3:8]. (5) Given the reactants [C:1]([C:4]1[C:22](=[O:23])[C@@:8]2([CH3:24])[C:9]3[C:15]([OH:16])=[CH:14][C:13]([O:17][CH3:18])=[C:12]([C:19]([NH2:21])=[O:20])[C:10]=3[O:11][C:7]2=[CH:6][C:5]=1[OH:25])(=[O:3])[CH3:2].[CH2:26]([O:28][C:29]1[C:38]2[C:33](=[CH:34][CH:35]=[CH:36][CH:37]=2)[C:32]([CH:39]=O)=[CH:31][CH:30]=1)[CH3:27].C([SiH](CC)CC)C.FC(F)(F)C(O)=O, predict the reaction product. The product is: [C:1]([C:4]1[C:22](=[O:23])[C@@:8]2([CH3:24])[C:9]3[C:15]([OH:16])=[CH:14][C:13]([O:17][CH3:18])=[C:12]([C:19]([NH:21][CH2:39][C:32]4[C:33]5[C:38](=[CH:37][CH:36]=[CH:35][CH:34]=5)[C:29]([O:28][CH2:26][CH3:27])=[CH:30][CH:31]=4)=[O:20])[C:10]=3[O:11][C:7]2=[CH:6][C:5]=1[OH:25])(=[O:3])[CH3:2]. (6) Given the reactants Cl[CH:2]([Cl:4])C.[Cl:5][C:6]1[CH:7]=[C:8]([CH:12]=[CH:13][C:14]=1[Cl:15])[C:9](Cl)=[O:10].[O:16]1CCCOO1, predict the reaction product. The product is: [Cl:5][C:6]1[CH:7]=[C:8]([CH:12]=[CH:13][C:14]=1[Cl:15])[C:9]([O:16][CH2:2][Cl:4])=[O:10].